From a dataset of Reaction yield outcomes from USPTO patents with 853,638 reactions. Predict the reaction yield, written as a fraction of the theoretical maximum amount of product (1.0 means a 100% yield; for example, 0.34 means a 34% yield). (1) The reactants are [F-].C([N+](CCCC)(CCCC)CCCC)CCC.[N:19]1[CH:24]=[C:23]([C:25]2[CH:32]=[CH:31][CH:30]=[CH:29][C:26]=2[CH:27]=[O:28])[CH:22]=[N:21][CH:20]=1.[F:33][C:34]([Si](C)(C)C)([F:36])[F:35].Cl. The catalyst is C1COCC1. The product is [F:33][C:34]([F:36])([F:35])[CH:27]([C:26]1[CH:29]=[CH:30][CH:31]=[CH:32][C:25]=1[C:23]1[CH:24]=[N:19][CH:20]=[N:21][CH:22]=1)[OH:28]. The yield is 0.840. (2) The reactants are [NH2:1][C:2]1[CH:3]=[C:4]2[C:9](=[CH:10][CH:11]=1)[O:8][CH:7]=[CH:6][C:5]2=[O:12].[Cl:13][C:14]1[CH:19]=[CH:18][C:17]([N:20]=[C:21]=[O:22])=[CH:16][CH:15]=1. The catalyst is C1(C)C=CC=CC=1. The product is [Cl:13][C:14]1[CH:19]=[CH:18][C:17]([NH:20][C:21]([NH:1][C:2]2[CH:3]=[C:4]3[C:9](=[CH:10][CH:11]=2)[O:8][CH:7]=[CH:6][C:5]3=[O:12])=[O:22])=[CH:16][CH:15]=1. The yield is 0.990.